This data is from HIV replication inhibition screening data with 41,000+ compounds from the AIDS Antiviral Screen. The task is: Binary Classification. Given a drug SMILES string, predict its activity (active/inactive) in a high-throughput screening assay against a specified biological target. (1) The drug is CCC12N=C(N(C)C)CC1(O)ON=C2C. The result is 0 (inactive). (2) The compound is CC1CC(=O)c2c(ccc3c2C(=O)c2cccc(O)c2C3=O)C1. The result is 0 (inactive). (3) The molecule is CC1=C(c2ccccc2)C(c2ccccc2)=C(c2ccccc2)C2(c3ccccc3)C(=O)C(C)CN12. The result is 0 (inactive). (4) The drug is O=[N+]([O-])C1=C[C-]2C(=[N+]([O-])C3(CCCCC3)[N+]2=O)C=C1. The result is 0 (inactive). (5) The drug is Cc1ncc([N+](=O)[O-])n1CCn1ccnc1[N+](=O)[O-]. The result is 0 (inactive). (6) The drug is O=C(O)CC1C(=O)OC2C3COC(=O)c4cc(O)c(O)c(O)c4-c4c(cc(O)c(O)c4O)C(=O)OC2C(OC(=O)c2cc(O)c(O)c4c2C1C(O)C(=O)O4)C(OC(=O)c1cc(O)c(O)c(O)c1)O3. The result is 1 (active). (7) The result is 0 (inactive). The compound is CC(C)CCCC(C)C1CCC2C3CC=C4CC(OC(=O)CCC(=O)NCC[N+](C)(C)CCCS(=O)(=O)[O-])CCC4(C)C3CCC12C.